This data is from Peptide-MHC class I binding affinity with 185,985 pairs from IEDB/IMGT. The task is: Regression. Given a peptide amino acid sequence and an MHC pseudo amino acid sequence, predict their binding affinity value. This is MHC class I binding data. The peptide sequence is VLMKQIPIW. The MHC is HLA-A03:01 with pseudo-sequence HLA-A03:01. The binding affinity (normalized) is 0.0847.